From a dataset of Forward reaction prediction with 1.9M reactions from USPTO patents (1976-2016). Predict the product of the given reaction. (1) Given the reactants [CH3:1][O:2][C:3](=[O:15])[C:4]1[CH:9]=[CH:8][C:7]([O:10][CH3:11])=[C:6]([O:12][CH3:13])[C:5]=1[OH:14].Br[CH2:17][C:18]([O:20][C:21]([CH3:24])([CH3:23])[CH3:22])=[O:19].C([O-])([O-])=O.[K+].[K+].O, predict the reaction product. The product is: [CH3:1][O:2][C:3](=[O:15])[C:4]1[CH:9]=[CH:8][C:7]([O:10][CH3:11])=[C:6]([O:12][CH3:13])[C:5]=1[O:14][CH2:17][C:18]([O:20][C:21]([CH3:24])([CH3:23])[CH3:22])=[O:19]. (2) Given the reactants [CH2:1]([O:8][C:9]1[CH:10]=[C:11]([CH:14]=[CH:15][CH:16]=1)[CH:12]=[O:13])[C:2]1[CH:7]=[CH:6][CH:5]=[CH:4][CH:3]=1.C1(C)C=CC(S([CH2:26][N+:27]#[C-:28])(=O)=O)=CC=1.C(=O)([O-])[O-].[K+].[K+], predict the reaction product. The product is: [CH2:1]([O:8][C:9]1[CH:10]=[C:11]([C:12]2[O:13][CH:28]=[N:27][CH:26]=2)[CH:14]=[CH:15][CH:16]=1)[C:2]1[CH:3]=[CH:4][CH:5]=[CH:6][CH:7]=1. (3) Given the reactants [S:1]1[C:5]2[CH:6]=[CH:7][CH:8]=[CH:9][C:4]=2[C:3]([N:10]2[CH2:15][CH2:14][N:13]([CH2:16][C@@H:17]3[CH2:22][CH2:21][CH2:20][CH2:19][C@H:18]3[CH2:23][N:24]3[C:32](=[O:33])[C@H:31]4[C@H:26]([C@H:27]5[CH2:34][C@@H:30]4[CH2:29][CH2:28]5)[C:25]3=[O:35])[CH2:12][CH2:11]2)=[N:2]1.[ClH:36], predict the reaction product. The product is: [OH2:33].[OH2:33].[ClH:36].[ClH:36].[S:1]1[C:5]2[CH:6]=[CH:7][CH:8]=[CH:9][C:4]=2[C:3]([N:10]2[CH2:11][CH2:12][N:13]([CH2:16][C@@H:17]3[CH2:22][CH2:21][CH2:20][CH2:19][C@H:18]3[CH2:23][N:24]3[C:25](=[O:35])[C@H:26]4[C@H:31]([C@H:30]5[CH2:34][C@@H:27]4[CH2:28][CH2:29]5)[C:32]3=[O:33])[CH2:14][CH2:15]2)=[N:2]1. (4) Given the reactants C(OC([N:8]1[CH2:12][C@@H:11]([CH2:13][NH:14][C:15](=[O:27])[C:16]2[CH:21]=[CH:20][CH:19]=[C:18]([C:22]3[NH:26][N:25]=[N:24][N:23]=3)[CH:17]=2)[CH2:10][C@H:9]1[C:28]([N:30]1[CH2:34][CH2:33][S:32][CH2:31]1)=[O:29])=O)(C)(C)C.Cl.O1CCOCC1, predict the reaction product. The product is: [NH:26]1[C:22]([C:18]2[CH:17]=[C:16]([CH:21]=[CH:20][CH:19]=2)[C:15]([NH:14][CH2:13][C@H:11]2[CH2:10][C@@H:9]([C:28]([N:30]3[CH2:34][CH2:33][S:32][CH2:31]3)=[O:29])[NH:8][CH2:12]2)=[O:27])=[N:23][N:24]=[N:25]1.